The task is: Predict the product of the given reaction.. This data is from Forward reaction prediction with 1.9M reactions from USPTO patents (1976-2016). (1) Given the reactants [CH3:1][O:2][C:3](=[O:28])[C:4]1[C:9]([NH:10][CH:11]([CH2:15][CH3:16])[C:12](=O)[CH3:13])=[CH:8][C:7]([CH3:17])=[N:6][C:5]=1[O:18][C:19]1[C:24]([CH3:25])=[CH:23][C:22]([Cl:26])=[CH:21][C:20]=1[CH3:27].[CH3:29][NH2:30], predict the reaction product. The product is: [CH3:1][O:2][C:3](=[O:28])[C:4]1[C:9]([NH:10][C@@H:11]([CH2:15][CH3:16])[C@@H:12]([NH:30][CH3:29])[CH3:13])=[CH:8][C:7]([CH3:17])=[N:6][C:5]=1[O:18][C:19]1[C:24]([CH3:25])=[CH:23][C:22]([Cl:26])=[CH:21][C:20]=1[CH3:27]. (2) Given the reactants [CH3:1][C:2]1[C:10]([N+:11]([O-:13])=[O:12])=[CH:9][CH:8]=[CH:7][C:3]=1[C:4]([OH:6])=[O:5].OS(O)(=O)=O.[CH3:19]O, predict the reaction product. The product is: [CH3:1][C:2]1[C:10]([N+:11]([O-:13])=[O:12])=[CH:9][CH:8]=[CH:7][C:3]=1[C:4]([O:6][CH3:19])=[O:5]. (3) Given the reactants [N:1]1([CH2:6][C:7]2[CH:12]=[CH:11][C:10]([CH2:13][CH2:14][NH2:15])=[CH:9][CH:8]=2)[CH2:5][CH2:4][CH2:3][CH2:2]1.Br[CH2:17][C:18]1[CH:19]=[C:20]([C:29]2[CH:34]=[CH:33][C:32]([Cl:35])=[CH:31][CH:30]=2)[CH:21]=[CH:22][C:23]=1[C:24](OCC)=[O:25].C(=O)([O-])[O-].[K+].[K+], predict the reaction product. The product is: [Cl:35][C:32]1[CH:31]=[CH:30][C:29]([C:20]2[CH:19]=[C:18]3[C:23](=[CH:22][CH:21]=2)[C:24](=[O:25])[N:15]([CH2:14][CH2:13][C:10]2[CH:11]=[CH:12][C:7]([CH2:6][N:1]4[CH2:5][CH2:4][CH2:3][CH2:2]4)=[CH:8][CH:9]=2)[CH2:17]3)=[CH:34][CH:33]=1. (4) Given the reactants [Cl:1][C:2]1[N:3]=[CH:4][N:5]([C:17]2[CH:22]=[CH:21][CH:20]=[C:19]([F:23])[CH:18]=2)[C:6]=1[C:7]1[C:12]([F:13])=[CH:11][C:10]([O:14][CH3:15])=[CH:9][C:8]=1[F:16].[Br:24]N1C(=O)CCC1=O, predict the reaction product. The product is: [Br:24][C:4]1[N:5]([C:17]2[CH:22]=[CH:21][CH:20]=[C:19]([F:23])[CH:18]=2)[C:6]([C:7]2[C:8]([F:16])=[CH:9][C:10]([O:14][CH3:15])=[CH:11][C:12]=2[F:13])=[C:2]([Cl:1])[N:3]=1.